This data is from Catalyst prediction with 721,799 reactions and 888 catalyst types from USPTO. The task is: Predict which catalyst facilitates the given reaction. (1) Product: [Cl:1][C:2]1[CH:3]=[C:4]([N:12]([CH2:20][CH3:21])[CH:13]2[CH2:18][CH2:17][N:16]([CH3:19])[CH2:15][CH2:14]2)[C:5]([CH3:11])=[C:6]([CH:10]=1)[C:7]([NH:24][CH2:25][C:26]1[C:27](=[O:36])[NH:28][C:29]([CH3:35])=[CH:30][C:31]=1[CH:32]([CH3:33])[CH3:34])=[O:9]. The catalyst class is: 16. Reactant: [Cl:1][C:2]1[CH:3]=[C:4]([N:12]([CH2:20][CH3:21])[CH:13]2[CH2:18][CH2:17][N:16]([CH3:19])[CH2:15][CH2:14]2)[C:5]([CH3:11])=[C:6]([CH:10]=1)[C:7]([OH:9])=O.Cl.Cl.[NH2:24][CH2:25][C:26]1[C:27](=[O:36])[NH:28][C:29]([CH3:35])=[CH:30][C:31]=1[CH:32]([CH3:34])[CH3:33].C1CN([P+](ON2N=NC3C=CC=CC2=3)(N2CCCC2)N2CCCC2)CC1.F[P-](F)(F)(F)(F)F.CCN(C(C)C)C(C)C. (2) Reactant: [NH2:1][C:2]1([CH2:9][C:10]([O:12][CH2:13][CH3:14])=[O:11])[CH2:7][CH2:6][N:5]([CH3:8])[CH2:4][CH2:3]1.CCN(CC)CC.[CH2:22]([C:30]1[O:34][C:33]([C:35](ON2C(=O)CCC2=O)=[O:36])=[CH:32][CH:31]=1)[CH2:23][C:24]1[CH:29]=[CH:28][CH:27]=[CH:26][CH:25]=1. Product: [CH3:8][N:5]1[CH2:4][CH2:3][C:2]([CH2:9][C:10]([O:12][CH2:13][CH3:14])=[O:11])([NH:1][C:35]([C:33]2[O:34][C:30]([CH2:22][CH2:23][C:24]3[CH:29]=[CH:28][CH:27]=[CH:26][CH:25]=3)=[CH:31][CH:32]=2)=[O:36])[CH2:7][CH2:6]1. The catalyst class is: 2. (3) Reactant: [H-].C([Al+]CC(C)C)C(C)C.[F:11][C:12]1[CH:13]=[C:14]([C@H:19]2[NH:24][C:23](=O)[C:22]([CH3:27])([CH3:26])[CH2:21][CH2:20]2)[CH:15]=[C:16]([F:18])[CH:17]=1. Product: [F:18][C:16]1[CH:15]=[C:14]([C@@H:19]2[CH2:20][CH2:21][C:22]([CH3:27])([CH3:26])[CH2:23][NH:24]2)[CH:13]=[C:12]([F:11])[CH:17]=1. The catalyst class is: 247.